Dataset: Reaction yield outcomes from USPTO patents with 853,638 reactions. Task: Predict the reaction yield, written as a fraction of the theoretical maximum amount of product (1.0 means a 100% yield; for example, 0.34 means a 34% yield). (1) The reactants are [CH2:1]([N:5]([CH2:21][CH2:22][CH2:23][CH3:24])[C:6]1[CH:11]=[CH:10][C:9]([CH:12]=[CH:13][C:14]2[S:18][C:17]([CH:19]=O)=[CH:16][CH:15]=2)=[CH:8][CH:7]=1)[CH2:2][CH2:3][CH3:4].[C:25]([C:27]1[C:28](=[C:35]([C:38]#[N:39])[C:36]#[N:37])[O:29][C:30]([CH3:34])([CH3:33])[C:31]=1[CH3:32])#[N:26].C([O-])(=O)C.[NH4+]. The catalyst is C(O)C.O1CCCC1. The product is [CH2:1]([N:5]([CH2:21][CH2:22][CH2:23][CH3:24])[C:6]1[CH:11]=[CH:10][C:9]([CH:12]=[CH:13][C:14]2[S:18][C:17]([CH:19]=[CH:32][C:31]3[C:30]([CH3:33])([CH3:34])[O:29][C:28](=[C:35]([C:36]#[N:37])[C:38]#[N:39])[C:27]=3[C:25]#[N:26])=[CH:16][CH:15]=2)=[CH:8][CH:7]=1)[CH2:2][CH2:3][CH3:4]. The yield is 0.761. (2) The reactants are [Br:1][C:2]1[N:7]=[CH:6][C:5](B(O)O)=[CH:4][CH:3]=1.I[C:12]1[CH:17]=[CH:16][C:15]([O:18][C:19]([F:22])([F:21])[F:20])=[CH:14][CH:13]=1.CN(C=O)C.C([O-])([O-])=O.[K+].[K+]. The catalyst is C1C=CC([P]([Pd]([P](C2C=CC=CC=2)(C2C=CC=CC=2)C2C=CC=CC=2)([P](C2C=CC=CC=2)(C2C=CC=CC=2)C2C=CC=CC=2)[P](C2C=CC=CC=2)(C2C=CC=CC=2)C2C=CC=CC=2)(C2C=CC=CC=2)C2C=CC=CC=2)=CC=1.O. The product is [Br:1][C:2]1[CH:3]=[CH:4][C:5]([C:12]2[CH:13]=[CH:14][C:15]([O:18][C:19]([F:20])([F:21])[F:22])=[CH:16][CH:17]=2)=[CH:6][N:7]=1. The yield is 0.630. (3) The reactants are [CH3:1][O:2][C:3]1[N:4]=[C:5]2[C:10](=[CH:11][CH:12]=1)[N:9]=[CH:8][CH:7]=[C:6]2[N:13]1[CH:21]=[C:20]2[C:15]([CH2:16][CH2:17][CH:18]([NH:22][CH2:23][C:24]3[CH:25]=[CH:26][C:27]4[S:32][CH2:31][C:30](=[O:33])[NH:29][C:28]=4[CH:34]=3)[CH2:19]2)=[N:14]1.ClC(Cl)C.[CH:39](=O)[C:40]1[CH:45]=[CH:44][CH:43]=[CH:42][CH:41]=1.[BH-](OC(C)=O)(OC(C)=O)OC(C)=O.[Na+].[BH4-].[Na+]. The catalyst is C(Cl)Cl.CN(C=O)C. The product is [CH2:39]([N:22]([CH2:23][C:24]1[CH:25]=[CH:26][C:27]2[S:32][CH2:31][C:30](=[O:33])[NH:29][C:28]=2[CH:34]=1)[CH:18]1[CH2:17][CH2:16][C:15]2[C:20](=[CH:21][N:13]([C:6]3[C:5]4[C:10](=[CH:11][CH:12]=[C:3]([O:2][CH3:1])[N:4]=4)[N:9]=[CH:8][CH:7]=3)[N:14]=2)[CH2:19]1)[C:40]1[CH:45]=[CH:44][CH:43]=[CH:42][CH:41]=1. The yield is 0.0500. (4) The reactants are C(N(CC)CC)C.[C:8]([O:12][C:13](=[O:30])[NH:14][C:15]1[CH:16]=[C:17]2[C:28](=[O:29])[NH:27][N:26]=[CH:25][C:19]3=[C:20](Cl)[NH:21][C:22]([CH:23]=1)=[C:18]23)([CH3:11])([CH3:10])[CH3:9].[NH:31]1[CH2:36][CH2:35][O:34][CH2:33][CH2:32]1.C(O)CCC. The catalyst is CO. The product is [C:8]([O:12][C:13](=[O:30])[NH:14][C:15]1[CH:16]=[C:17]2[C:28](=[O:29])[NH:27][N:26]=[CH:25][C:19]3=[C:20]([N:31]4[CH2:36][CH2:35][O:34][CH2:33][CH2:32]4)[NH:21][C:22]([CH:23]=1)=[C:18]23)([CH3:11])([CH3:10])[CH3:9]. The yield is 0.230. (5) The reactants are [Br:1][C:2]1[C:10]([Br:11])=[C:9]([Br:12])[CH:8]=[C:7]2[C:3]=1[C:4]([CH3:15])([CH3:14])[C:5]([CH3:13])=[N:6]2.[I:16][CH3:17]. No catalyst specified. The product is [I-:16].[Br:1][C:2]1[C:10]([Br:11])=[C:9]([Br:12])[CH:8]=[C:7]2[C:3]=1[C:4]([CH3:15])([CH3:14])[C:5]([CH3:13])=[N+:6]2[CH3:17]. The yield is 0.470. (6) The reactants are [NH:1]([C:17]([O:19][C:20]([CH3:23])([CH3:22])[CH3:21])=[O:18])[C@H:2]([C:7]([O:9]N1C(=O)CCC1=O)=O)[CH2:3][CH:4]([CH3:6])[CH3:5].[NH2:24][C@H:25]([C:31]([O:33][C:34]([CH3:37])([CH3:36])[CH3:35])=[O:32])[CH2:26][CH2:27][C:28](=[O:30])[OH:29].CN1CCOCC1. The catalyst is CN(C=O)C.CN(C1C=CN=CC=1)C. The product is [NH:1]([C:17]([O:19][C:20]([CH3:21])([CH3:22])[CH3:23])=[O:18])[C@H:2]([C:7]([NH:24][C@H:25]([C:31]([O:33][C:34]([CH3:37])([CH3:36])[CH3:35])=[O:32])[CH2:26][CH2:27][C:28](=[O:29])[OH:30])=[O:9])[CH2:3][CH:4]([CH3:5])[CH3:6]. The yield is 1.00. (7) The reactants are Br[C:2]1[CH:30]=[CH:29][C:28]([C:31]([F:34])([F:33])[F:32])=[CH:27][C:3]=1[CH2:4][N:5]([CH2:12][C:13]1[CH:18]=[C:17]([C:19]([F:22])([F:21])[F:20])[CH:16]=[C:15](C(F)(F)F)[CH:14]=1)[C:6]1[N:7]=[N:8][N:9]([CH3:11])[N:10]=1.C(=O)([O-])[O-].[Na+].[Na+].C[N:42]([CH3:46])C(=O)C. The catalyst is C(OCC)C.[C-]#N.[C-]#N.[C-]#N.[C-]#N.[C-]#N.[C-]#N.O.O.O.[K+].[K+].[K+].[Fe+3].C([O-])(=O)C.[Pd+2].C([O-])(=O)C. The product is [F:21][C:19]([F:22])([F:20])[C:17]1[CH:18]=[C:13]([CH:14]=[C:15]([C:19]([F:22])([F:21])[F:20])[CH:16]=1)[CH2:12][N:5]([CH2:4][C:3]1[CH:27]=[C:28]([C:31]([F:33])([F:34])[F:32])[CH:29]=[CH:30][C:2]=1[C:46]#[N:42])[C:6]1[N:7]=[N:8][N:9]([CH3:11])[N:10]=1. The yield is 0.899.